Task: Predict the product of the given reaction.. Dataset: Forward reaction prediction with 1.9M reactions from USPTO patents (1976-2016) (1) Given the reactants [NH2:1][C:2]1[CH:9]=[CH:8][C:7](B2OC(C)(C)C(C)(C)O2)=[CH:6][C:3]=1[C:4]#[N:5].O.O.P([O-])([O-])([O-])=O.[K+].[K+].[K+].Cl[C:30]1[N:35]=[C:34]2[N:36]([CH:45]3[CH2:50][CH2:49][CH2:48][CH2:47][O:46]3)[N:37]=[C:38]([C:39]3[CH:40]=[N:41][CH:42]=[CH:43][CH:44]=3)[C:33]2=[C:32]([CH:51]([F:53])[F:52])[CH:31]=1.ClCCl.CCCCC, predict the reaction product. The product is: [NH2:1][C:2]1[CH:9]=[CH:8][C:7]([C:30]2[N:35]=[C:34]3[N:36]([CH:45]4[CH2:50][CH2:49][CH2:48][CH2:47][O:46]4)[N:37]=[C:38]([C:39]4[CH:40]=[N:41][CH:42]=[CH:43][CH:44]=4)[C:33]3=[C:32]([CH:51]([F:52])[F:53])[CH:31]=2)=[CH:6][C:3]=1[C:4]#[N:5]. (2) Given the reactants [C:1](Cl)(=O)C(Cl)=O.[Cl:7][C:8]1[CH:13]=[C:12]([C:14]([OH:16])=[O:15])[CH:11]=[C:10]([CH3:17])[N:9]=1, predict the reaction product. The product is: [Cl:7][C:8]1[CH:13]=[C:12]([C:14]([O:16][CH3:1])=[O:15])[CH:11]=[C:10]([CH3:17])[N:9]=1.